Dataset: Human liver microsome stability data. Task: Regression/Classification. Given a drug SMILES string, predict its absorption, distribution, metabolism, or excretion properties. Task type varies by dataset: regression for continuous measurements (e.g., permeability, clearance, half-life) or binary classification for categorical outcomes (e.g., BBB penetration, CYP inhibition). Dataset: hlm. (1) The drug is O=C(N[C@@H](Cc1c[nH]c2ccccc12)C(=O)Nc1ccncc1)C1CCC(F)(F)CC1. The result is 1 (stable in human liver microsomes). (2) The drug is CCCCNC(=O)c1cc2c(=O)n3ccccc3nc2n(Cc2ccccc2)c1=N. The result is 0 (unstable in human liver microsomes). (3) The molecule is CCc1nc2cc(Cl)ccn2c1C(=O)NCc1ccc(-n2cc3c(c2)CCCC3)cc1. The result is 1 (stable in human liver microsomes).